Dataset: Reaction yield outcomes from USPTO patents with 853,638 reactions. Task: Predict the reaction yield, written as a fraction of the theoretical maximum amount of product (1.0 means a 100% yield; for example, 0.34 means a 34% yield). (1) The reactants are [C:1]([O:5][C:6]([NH:8][C@@H:9]1[CH2:12][C@H:11]([C:13]([OH:15])=O)[C:10]1([CH3:17])[CH3:16])=[O:7])([CH3:4])([CH3:3])[CH3:2].C1C=CC2N(O)N=NC=2C=1.Cl.[NH2:29][CH2:30][CH2:31][C:32]([O:34][CH3:35])=[O:33].CCN(CC)CC. The catalyst is C(Cl)Cl. The product is [C:1]([O:5][C:6]([NH:8][C@@H:9]1[CH2:12][C@H:11]([C:13]([NH:29][CH2:30][CH2:31][C:32]([O:34][CH3:35])=[O:33])=[O:15])[C:10]1([CH3:17])[CH3:16])=[O:7])([CH3:2])([CH3:3])[CH3:4]. The yield is 0.889. (2) The product is [OH:20][CH:17]1[CH2:18][CH2:19][CH2:14][CH2:15][CH:16]1[O:1][C:2]1[CH:3]=[C:4]([CH:9]=[CH:10][C:11]=1[O:12][CH3:13])[C:5]([O:7][CH2:8][CH3:21])=[O:6]. The yield is 0.910. The reactants are [OH:1][C:2]1[CH:3]=[C:4]([CH:9]=[CH:10][C:11]=1[O:12][CH3:13])[C:5]([O:7][CH3:8])=[O:6].[CH2:14]1[CH2:19][CH:18]2[O:20][CH:17]2[CH2:16][CH2:15]1.[C:21]([O-])([O-])=O.[K+].[K+]. The catalyst is C(O)C.C(Cl)Cl. (3) The reactants are [CH2:1]([N:3]([C@H:27]1[CH2:32][CH2:31][C@H:30]([NH:33][CH2:34][C:35]([F:38])([F:37])[F:36])[CH2:29][CH2:28]1)[C:4]1[C:19]2[CH2:18][CH:17]=[CH:16][CH2:15][CH2:14][C:13]3[CH:20]=[C:21]([CH3:25])[NH:22][C:23](=[O:24])[C:12]=3[CH2:11][NH:10][C:9](=[O:26])[C:8]=2[CH:7]=[CH:6][CH:5]=1)[CH3:2].[BH-](OC(C)=O)(OC(C)=O)O[C:41](C)=O.[Na+].C=O.CC(O)=O. The catalyst is CO. The product is [CH2:1]([N:3]([C@H:27]1[CH2:32][CH2:31][C@H:30]([N:33]([CH3:41])[CH2:34][C:35]([F:37])([F:38])[F:36])[CH2:29][CH2:28]1)[C:4]1[C:19]2[CH2:18][CH:17]=[CH:16][CH2:15][CH2:14][C:13]3[CH:20]=[C:21]([CH3:25])[NH:22][C:23](=[O:24])[C:12]=3[CH2:11][NH:10][C:9](=[O:26])[C:8]=2[CH:7]=[CH:6][CH:5]=1)[CH3:2]. The yield is 0.674. (4) The reactants are [CH3:1][O:2][C:3](=[O:14])[C:4]1[CH:9]=[CH:8][C:7]([CH2:10]Br)=[C:6]([O:12][CH3:13])[CH:5]=1.[N-:15]=[N+:16]=[N-:17].[Na+]. The catalyst is CN(C=O)C. The product is [CH3:1][O:2][C:3](=[O:14])[C:4]1[CH:9]=[CH:8][C:7]([CH2:10][N:15]=[N+:16]=[N-:17])=[C:6]([O:12][CH3:13])[CH:5]=1. The yield is 0.970.